From a dataset of NCI-60 drug combinations with 297,098 pairs across 59 cell lines. Regression. Given two drug SMILES strings and cell line genomic features, predict the synergy score measuring deviation from expected non-interaction effect. (1) Drug 1: C1C(C(OC1N2C=C(C(=O)NC2=O)F)CO)O. Cell line: PC-3. Drug 2: CN1C2=C(C=C(C=C2)N(CCCl)CCCl)N=C1CCCC(=O)O.Cl. Synergy scores: CSS=14.9, Synergy_ZIP=0.849, Synergy_Bliss=-0.758, Synergy_Loewe=-47.1, Synergy_HSA=-2.03. (2) Drug 1: CCC1=CC2CC(C3=C(CN(C2)C1)C4=CC=CC=C4N3)(C5=C(C=C6C(=C5)C78CCN9C7C(C=CC9)(C(C(C8N6C)(C(=O)OC)O)OC(=O)C)CC)OC)C(=O)OC.C(C(C(=O)O)O)(C(=O)O)O. Drug 2: COC1=CC(=CC(=C1O)OC)C2C3C(COC3=O)C(C4=CC5=C(C=C24)OCO5)OC6C(C(C7C(O6)COC(O7)C8=CC=CS8)O)O. Cell line: SNB-75. Synergy scores: CSS=32.4, Synergy_ZIP=-13.8, Synergy_Bliss=-3.22, Synergy_Loewe=-1.02, Synergy_HSA=-0.0400.